This data is from Catalyst prediction with 721,799 reactions and 888 catalyst types from USPTO. The task is: Predict which catalyst facilitates the given reaction. (1) Reactant: Br[C:2]1[CH:11]=[C:10]2[C:5]([N:6]=[CH:7][C:8](=[O:19])[N:9]2[CH2:12][C:13]2[CH:18]=[CH:17][CH:16]=[CH:15][CH:14]=2)=[CH:4][CH:3]=1.B1(B2OC(C)(C)C(C)(C)O2)OC(C)(C)C(C)(C)O1.C([O-])(=O)C.[K+].Br[C:44]1[CH:45]=[C:46]([NH:51][S:52]([C:55]2[CH:60]=[CH:59][CH:58]=[CH:57][CH:56]=2)(=[O:54])=[O:53])[C:47]([Cl:50])=[N:48][CH:49]=1.C([O-])([O-])=O.[K+].[K+]. Product: [Cl:50][C:47]1[C:46]([NH:51][S:52]([C:55]2[CH:56]=[CH:57][CH:58]=[CH:59][CH:60]=2)(=[O:54])=[O:53])=[CH:45][C:44]([C:2]2[CH:11]=[C:10]3[C:5](=[CH:4][CH:3]=2)[N:6]=[CH:7][C:8](=[O:19])[N:9]3[CH2:12][C:13]2[CH:18]=[CH:17][CH:16]=[CH:15][CH:14]=2)=[CH:49][N:48]=1. The catalyst class is: 12. (2) The catalyst class is: 16. Product: [CH3:11][O:12][C:13]1[CH:14]=[C:15]2[C:19](=[CH:20][C:21]=1[O:22][CH3:23])[N:18]([C:7]1[CH:8]=[CH:9][C:4]([N+:1]([O-:3])=[O:2])=[CH:5][CH:6]=1)[CH2:17][CH2:16]2. Reactant: [N+:1]([C:4]1[CH:9]=[CH:8][C:7](F)=[CH:6][CH:5]=1)([O-:3])=[O:2].[CH3:11][O:12][C:13]1[CH:14]=[C:15]2[C:19](=[CH:20][C:21]=1[O:22][CH3:23])[NH:18][CH2:17][CH2:16]2.C(=O)([O-])O.[Na+]. (3) Reactant: [NH2:1][C:2]1[N:7]=[CH:6][N:5]=[C:4]([NH:8][C@H:9]([C:11]2[N:16]([C:17]3[CH:22]=[CH:21][CH:20]=[CH:19][CH:18]=3)[C:15](=[O:23])[C:14]3=[C:24]([CH3:27])[CH:25]=[CH:26][N:13]3[N:12]=2)[CH3:10])[C:3]=1Br.[F:29][CH:30]([F:41])[O:31][C:32]1[CH:33]=[C:34](B(O)O)[CH:35]=[N:36][CH:37]=1.C(=O)([O-])[O-].[Cs+].[Cs+]. Product: [NH2:1][C:2]1[N:7]=[CH:6][N:5]=[C:4]([NH:8][C@H:9]([C:11]2[N:16]([C:17]3[CH:22]=[CH:21][CH:20]=[CH:19][CH:18]=3)[C:15](=[O:23])[C:14]3=[C:24]([CH3:27])[CH:25]=[CH:26][N:13]3[N:12]=2)[CH3:10])[C:3]=1[C:34]1[CH:35]=[N:36][CH:37]=[C:32]([O:31][CH:30]([F:41])[F:29])[CH:33]=1. The catalyst class is: 155. (4) Reactant: [F:1][CH:2]([F:14])[O:3][C:4]1[CH:8]=[C:7]([C:9]([O:11][CH3:12])=[O:10])[N:6]([CH3:13])[N:5]=1.[N+]([O-])([O-])=O.[Ce+4].[NH4+].[N+]([O-])([O-])=O.[N+]([O-])([O-])=O.[N+]([O-])([O-])=O.[N+]([O-])([O-])=O.[I:37]I. Product: [F:14][CH:2]([F:1])[O:3][C:4]1[C:8]([I:37])=[C:7]([C:9]([O:11][CH3:12])=[O:10])[N:6]([CH3:13])[N:5]=1. The catalyst class is: 744.